From a dataset of NCI-60 drug combinations with 297,098 pairs across 59 cell lines. Regression. Given two drug SMILES strings and cell line genomic features, predict the synergy score measuring deviation from expected non-interaction effect. (1) Drug 1: C1=NC(=NC(=O)N1C2C(C(C(O2)CO)O)O)N. Drug 2: C1CN1C2=NC(=NC(=N2)N3CC3)N4CC4. Cell line: TK-10. Synergy scores: CSS=38.1, Synergy_ZIP=-10.7, Synergy_Bliss=-0.830, Synergy_Loewe=-11.4, Synergy_HSA=2.91. (2) Drug 1: C1=NC2=C(N=C(N=C2N1C3C(C(C(O3)CO)O)F)Cl)N. Drug 2: CCC1(CC2CC(C3=C(CCN(C2)C1)C4=CC=CC=C4N3)(C5=C(C=C6C(=C5)C78CCN9C7C(C=CC9)(C(C(C8N6C)(C(=O)OC)O)OC(=O)C)CC)OC)C(=O)OC)O.OS(=O)(=O)O. Cell line: ACHN. Synergy scores: CSS=-2.10, Synergy_ZIP=0.935, Synergy_Bliss=-0.708, Synergy_Loewe=-3.00, Synergy_HSA=-3.25.